Task: Predict the reaction yield, written as a fraction of the theoretical maximum amount of product (1.0 means a 100% yield; for example, 0.34 means a 34% yield).. Dataset: Reaction yield outcomes from USPTO patents with 853,638 reactions (1) The reactants are [Br:1][C:2]1[C:3]([CH3:9])=[N:4][O:5][C:6]=1[CH2:7][OH:8].[CH3:10][CH:11]([Si:13](Cl)([CH:17]([CH3:19])[CH3:18])[CH:14]([CH3:16])[CH3:15])[CH3:12].N1C=CN=C1. The catalyst is CN(C=O)C.O.C(Cl)Cl. The product is [Br:1][C:2]1[C:3]([CH3:9])=[N:4][O:5][C:6]=1[CH2:7][O:8][Si:13]([CH:17]([CH3:19])[CH3:18])([CH:14]([CH3:16])[CH3:15])[CH:11]([CH3:12])[CH3:10]. The yield is 0.710. (2) The reactants are [CH2:1]([O:8][C:9](=[O:35])[CH2:10][C@@H:11]([N:24]1[CH:28]=[CH:27][C:26](C2C=CN=CC=2)=[CH:25]1)[C:12]([NH:14][C@H:15]([C:20](=[O:23])[NH:21][CH3:22])[C:16]([CH3:19])([CH3:18])[CH3:17])=[O:13])[C:2]1[CH:7]=[CH:6][CH:5]=[CH:4][CH:3]=1.FC(F)(F)C(O)=O.C(OC(=O)C[C@@H](N)C(N[C@H](C(=O)NC)C(C)(C)C)=O)C1C=CC=CC=1.COC1[CH:74]([C:75]2[CH:80]=[CH:79][C:78](CCC)=[CH:77][CH:76]=2)[CH2:73][CH:72](OC)O1.Cl[Si](C)(C)C. The catalyst is ClCCCl. The product is [CH2:1]([O:8][C:9](=[O:35])[CH2:10][C@@H:11]([N:24]1[CH:28]=[CH:27][C:26]([C:78]2[CH:79]=[CH:80][C:75]([CH2:74][CH2:73][CH3:72])=[CH:76][CH:77]=2)=[CH:25]1)[C:12]([NH:14][C@H:15]([C:20](=[O:23])[NH:21][CH3:22])[C:16]([CH3:19])([CH3:17])[CH3:18])=[O:13])[C:2]1[CH:7]=[CH:6][CH:5]=[CH:4][CH:3]=1. The yield is 0.0700. (3) The reactants are [CH3:1][C:2]1[NH:3][C:4](=[O:26])[C:5]([CH2:11][C:12]2[CH:17]=[CH:16][C:15]([C:18]3[C:19]([C:24]#[N:25])=[CH:20][CH:21]=[CH:22][CH:23]=3)=[CH:14][CH:13]=2)=[C:6]([CH2:8][CH2:9][CH3:10])[N:7]=1.[H-].[Na+].CN(C)C=O.Br[CH2:35][C:36]1[S:37][CH:38]=[CH:39][CH:40]=1. The catalyst is C(OCC)(=O)C. The product is [CH3:1][C:2]1[N:3]([CH2:35][C:36]2[S:37][CH:38]=[CH:39][CH:40]=2)[C:4](=[O:26])[C:5]([CH2:11][C:12]2[CH:17]=[CH:16][C:15]([C:18]3[C:19]([C:24]#[N:25])=[CH:20][CH:21]=[CH:22][CH:23]=3)=[CH:14][CH:13]=2)=[C:6]([CH2:8][CH2:9][CH3:10])[N:7]=1. The yield is 0.580. (4) The reactants are [CH:1]1([C:4]([CH:6]([O:12][C:13]2[CH:20]=[CH:19][C:16]([C:17]#[N:18])=[CH:15][CH:14]=2)[C:7]([CH:9]2[CH2:11][CH2:10]2)=O)=O)[CH2:3][CH2:2]1.O.[NH2:22][NH2:23]. The catalyst is C(O)(=O)C.C(O)C. The product is [CH:1]1([C:4]2[C:6]([O:12][C:13]3[CH:20]=[CH:19][C:16]([C:17]#[N:18])=[CH:15][CH:14]=3)=[C:7]([CH:9]3[CH2:11][CH2:10]3)[NH:23][N:22]=2)[CH2:3][CH2:2]1. The yield is 0.580.